This data is from Full USPTO retrosynthesis dataset with 1.9M reactions from patents (1976-2016). The task is: Predict the reactants needed to synthesize the given product. (1) Given the product [OH:1][C:2]1[CH:10]=[CH:9][C:5]([C:6]([NH:13][C:14]2[CH:19]=[CH:18][C:17]([S:20]([F:25])([F:21])([F:22])([F:23])[F:24])=[CH:16][CH:15]=2)=[O:8])=[CH:4][C:3]=1[O:11][CH3:12], predict the reactants needed to synthesize it. The reactants are: [OH:1][C:2]1[CH:10]=[CH:9][C:5]([C:6]([OH:8])=O)=[CH:4][C:3]=1[O:11][CH3:12].[NH2:13][C:14]1[CH:19]=[CH:18][C:17]([S:20]([F:25])([F:24])([F:23])([F:22])[F:21])=[CH:16][CH:15]=1.C(OC1C=C(C=C(OCC2C=CC=CC=2)C=1OCC1C=CC=CC=1)C(O)=O)C1C=CC=CC=1.NC1C=C(S(F)(F)(F)(F)F)C=CC=1. (2) The reactants are: [CH:1]1([C:8]2[CH:17]=[CH:16][C:11]3[NH:12][C:13](=[O:15])[O:14][C:10]=3[CH:9]=2)[CH2:6][CH2:5][C:4](=O)[CH2:3][CH2:2]1.[CH3:18][NH2:19].[BH4-].[Na+].CO. Given the product [CH3:18][NH:19][C@H:4]1[CH2:5][CH2:6][C@H:1]([C:8]2[CH:17]=[CH:16][C:11]3[NH:12][C:13](=[O:15])[O:14][C:10]=3[CH:9]=2)[CH2:2][CH2:3]1, predict the reactants needed to synthesize it.